Dataset: Merck oncology drug combination screen with 23,052 pairs across 39 cell lines. Task: Regression. Given two drug SMILES strings and cell line genomic features, predict the synergy score measuring deviation from expected non-interaction effect. (1) Drug 1: CC(=O)OC1C(=O)C2(C)C(O)CC3OCC3(OC(C)=O)C2C(OC(=O)c2ccccc2)C2(O)CC(OC(=O)C(O)C(NC(=O)c3ccccc3)c3ccccc3)C(C)=C1C2(C)C. Drug 2: O=C(O)C1(Cc2cccc(Nc3nccs3)n2)CCC(Oc2cccc(Cl)c2F)CC1. Cell line: LNCAP. Synergy scores: synergy=-22.1. (2) Drug 1: O=C(CCCCCCC(=O)Nc1ccccc1)NO. Drug 2: NC1CCCCC1N.O=C(O)C(=O)O.[Pt+2]. Cell line: A2058. Synergy scores: synergy=-7.53. (3) Drug 1: CN(C)C(=N)N=C(N)N. Drug 2: NC(=O)c1cccc2cn(-c3ccc(C4CCCNC4)cc3)nc12. Cell line: HT29. Synergy scores: synergy=5.71. (4) Drug 1: COc1cccc2c1C(=O)c1c(O)c3c(c(O)c1C2=O)CC(O)(C(=O)CO)CC3OC1CC(N)C(O)C(C)O1. Drug 2: Cn1nnc2c(C(N)=O)ncn2c1=O. Cell line: VCAP. Synergy scores: synergy=11.6. (5) Drug 1: Cc1nc(Nc2ncc(C(=O)Nc3c(C)cccc3Cl)s2)cc(N2CCN(CCO)CC2)n1. Drug 2: CCc1cnn2c(NCc3ccc[n+]([O-])c3)cc(N3CCCCC3CCO)nc12. Cell line: ZR751. Synergy scores: synergy=-17.0. (6) Drug 1: C=CCn1c(=O)c2cnc(Nc3ccc(N4CCN(C)CC4)cc3)nc2n1-c1cccc(C(C)(C)O)n1. Drug 2: NC1(c2ccc(-c3nc4ccn5c(=O)[nH]nc5c4cc3-c3ccccc3)cc2)CCC1. Cell line: LNCAP. Synergy scores: synergy=14.5. (7) Drug 1: CN(C)C(=N)N=C(N)N. Drug 2: Cn1nnc2c(C(N)=O)ncn2c1=O. Cell line: NCIH520. Synergy scores: synergy=-1.73. (8) Drug 1: CN(C)C(=N)N=C(N)N. Drug 2: C#Cc1cccc(Nc2ncnc3cc(OCCOC)c(OCCOC)cc23)c1. Cell line: NCIH2122. Synergy scores: synergy=1.37.